This data is from Reaction yield outcomes from USPTO patents with 853,638 reactions. The task is: Predict the reaction yield, written as a fraction of the theoretical maximum amount of product (1.0 means a 100% yield; for example, 0.34 means a 34% yield). (1) The catalyst is C(OCC)(=O)C. The yield is 0.340. The product is [CH3:1][C:2]1[O:6][N:5]=[C:4]([C:7]2[CH:12]=[CH:11][CH:10]=[CH:9][CH:8]=2)[C:3]=1[C:13]1[O:14][C:31]([C:22]2[CH:27]=[CH:26][CH:25]=[CH:24][C:23]=2[CH3:28])=[N:16][N:15]=1. The reactants are [CH3:1][C:2]1[O:6][N:5]=[C:4]([C:7]2[CH:12]=[CH:11][CH:10]=[CH:9][CH:8]=2)[C:3]=1[C:13]([NH:15][NH2:16])=[O:14].P(Cl)(Cl)(Cl)=O.[C:22]1([CH3:31])[C:23]([C:28](O)=O)=[CH:24][CH:25]=[CH:26][CH:27]=1.C(=O)([O-])[O-].[Na+].[Na+]. (2) The reactants are [Cl:1]CCC([O-])=O.[N:7]1[CH:12]=[CH:11][CH:10]=[CH:9][CH:8]=1.[C:13]([O:16][CH2:17]C)(=[O:15])[CH3:14]. No catalyst specified. The product is [Cl-:1].[CH3:17][O:16][C:13]([CH2:14][N+:7]1[CH:12]=[CH:11][CH:10]=[CH:9][CH:8]=1)=[O:15]. The yield is 0.730. (3) The reactants are [CH3:1][Sn:2]([CH3:5])(Cl)Cl.[C:6]1([Mg]Br)[CH:11]=[CH:10][CH:9]=[CH:8][CH:7]=1. The catalyst is O1CCCC1.C(O)C. The product is [CH3:1][Sn:2]([CH3:5])([C:6]1[CH:11]=[CH:10][CH:9]=[CH:8][CH:7]=1)[C:6]1[CH:11]=[CH:10][CH:9]=[CH:8][CH:7]=1. The yield is 0.940. (4) The reactants are [CH3:1][O:2][C:3]1[C:4]([N+:9]([O-])=O)=[N:5][CH:6]=[CH:7][CH:8]=1.Cl. The catalyst is CCO.[Fe]. The product is [CH3:1][O:2][C:3]1[C:4]([NH2:9])=[N:5][CH:6]=[CH:7][CH:8]=1. The yield is 0.560. (5) The reactants are C(OC([NH:8][CH2:9][CH:10]1[CH2:15][CH2:14][N:13]([C:16]2[N:20]([CH3:21])[N:19]=[CH:18][C:17]=2[NH:22][C:23]([C:25]2[N:26]=[C:27](Br)[S:28][C:29]=2[NH:30]C(=O)OC(C)(C)C)=[O:24])[CH2:12][CH2:11]1)=O)CCC.[F:39][C:40]1[CH:41]=[CH:42][C:43]([C:49]([F:52])([F:51])[F:50])=[C:44](B(O)O)[CH:45]=1. No catalyst specified. The product is [NH2:30][C:29]1[S:28][C:27]([C:44]2[CH:45]=[C:40]([F:39])[CH:41]=[CH:42][C:43]=2[C:49]([F:50])([F:51])[F:52])=[N:26][C:25]=1[C:23]([NH:22][C:17]1[CH:18]=[N:19][N:20]([CH3:21])[C:16]=1[N:13]1[CH2:14][CH2:15][CH:10]([CH2:9][NH2:8])[CH2:11][CH2:12]1)=[O:24]. The yield is 0.550. (6) The reactants are [Br:1][C:2]1[CH:7]=[CH:6][C:5](/[C:8](=[CH:15]\[C:16]2[CH:17]=[N:18][CH:19]=[CH:20][CH:21]=2)/[C:9](=[O:14])[C:10]([F:13])([F:12])[F:11])=[CH:4][CH:3]=1.Cl.[NH2:23][OH:24].C([O-])(=O)C.[Na+]. The catalyst is C(O)C. The product is [Br:1][C:2]1[CH:3]=[CH:4][C:5]([CH:8]([CH:15]([NH:23][OH:24])[C:16]2[CH:17]=[N:18][CH:19]=[CH:20][CH:21]=2)[C:9](=[O:14])[C:10]([F:12])([F:13])[F:11])=[CH:6][CH:7]=1. The yield is 0.540. (7) The reactants are [C:1]([O:5][C:6](=[O:33])[CH2:7][O:8][C@H:9]1[CH2:32][O:31][C:12]2=[CH:13][CH:14]=[C:15]3[C:19]([N:18]([CH2:20][C@H:21]([O:23][Si](C(C)(C)C)(C)C)[CH3:22])[N:17]=[CH:16]3)=[C:11]2[CH2:10]1)([CH3:4])([CH3:3])[CH3:2].[F-].C([N+](CCCC)(CCCC)CCCC)CCC.C(=O)(O)[O-].[Na+]. The catalyst is C1COCC1. The product is [C:1]([O:5][C:6](=[O:33])[CH2:7][O:8][C@H:9]1[CH2:32][O:31][C:12]2=[CH:13][CH:14]=[C:15]3[C:19]([N:18]([CH2:20][C@H:21]([OH:23])[CH3:22])[N:17]=[CH:16]3)=[C:11]2[CH2:10]1)([CH3:2])([CH3:3])[CH3:4]. The yield is 0.820. (8) The reactants are [Cl:1][C:2]1[CH:7]=[CH:6][CH:5]=[C:4]([Cl:8])[C:3]=1[S:9][CH2:10][C:11]1[C:15]([CH2:16][OH:17])=[C:14]([CH:18]([CH3:20])[CH3:19])[O:13][N:12]=1.O[C:22]1[CH:27]=[CH:26][C:25]([C:28]2[CH:29]=[C:30]3[C:35](=[CH:36][CH:37]=2)[N:34]=[C:33]([C:38]([O:40][CH2:41][CH3:42])=[O:39])[CH:32]=[CH:31]3)=[CH:24][CH:23]=1.C1(P(C2C=CC=CC=2)C2C=CC=CC=2)C=CC=CC=1.N(C(OC(C)(C)C)=O)=NC(OC(C)(C)C)=O. The catalyst is ClCCl. The product is [Cl:8][C:4]1[CH:5]=[CH:6][CH:7]=[C:2]([Cl:1])[C:3]=1[S:9][CH2:10][C:11]1[C:15]([CH2:16][O:17][C:22]2[CH:23]=[CH:24][C:25]([C:28]3[CH:29]=[C:30]4[C:35](=[CH:36][CH:37]=3)[N:34]=[C:33]([C:38]([O:40][CH2:41][CH3:42])=[O:39])[CH:32]=[CH:31]4)=[CH:26][CH:27]=2)=[C:14]([CH:18]([CH3:20])[CH3:19])[O:13][N:12]=1. The yield is 0.650.